Dataset: M1 muscarinic receptor antagonist screen with 61,756 compounds. Task: Binary Classification. Given a drug SMILES string, predict its activity (active/inactive) in a high-throughput screening assay against a specified biological target. (1) The molecule is S(=O)(=O)(N(C)C)c1ccc(cc1)C(=O)Nc1cc(OC)c(OC)cc1. The result is 0 (inactive). (2) The drug is O=C(N1CCN(CC1)CC(=O)N)Nc1ccccc1. The result is 0 (inactive). (3) The compound is Fc1c(C2c3c(OC(N)=C2C#N)cc(n(c3=O)CCOC)C)cccc1. The result is 0 (inactive). (4) The compound is S(c1n(c(nn1)CCCO)c1ccccc1)CC(=O)Nc1c(OC)ccc(OC)c1. The result is 0 (inactive).